Task: Predict the reactants needed to synthesize the given product.. Dataset: Full USPTO retrosynthesis dataset with 1.9M reactions from patents (1976-2016) (1) Given the product [CH:26]([C:29]1[O:33][N:32]=[C:31]([NH:34][C:35]([NH:22][C:21]2[CH:23]=[CH:24][CH:25]=[C:19]([O:18][C:6]3[C:5]4[C:10](=[CH:11][C:12]([O:13][CH2:14][CH2:15][O:16][CH3:17])=[C:3]([O:2][CH3:1])[CH:4]=4)[N:9]=[CH:8][N:7]=3)[CH:20]=2)=[O:36])[CH:30]=1)([CH3:28])[CH3:27], predict the reactants needed to synthesize it. The reactants are: [CH3:1][O:2][C:3]1[CH:4]=[C:5]2[C:10](=[CH:11][C:12]=1[O:13][CH2:14][CH2:15][O:16][CH3:17])[N:9]=[CH:8][N:7]=[C:6]2[O:18][C:19]1[CH:20]=[C:21]([CH:23]=[CH:24][CH:25]=1)[NH2:22].[CH:26]([C:29]1[O:33][N:32]=[C:31]([NH:34][C:35](=O)[O:36]C2C=CC=CC=2)[CH:30]=1)([CH3:28])[CH3:27]. (2) Given the product [C:1]1([C:7]2[N:16]=[CH:15][C:14]3[C:9](=[CH:10][CH:11]=[C:12]([N+:17]([O-:19])=[O:18])[CH:13]=3)[N:8]=2)[CH:2]=[CH:3][CH:4]=[CH:5][CH:6]=1, predict the reactants needed to synthesize it. The reactants are: [C:1]1([C:7]2[NH:16][CH2:15][C:14]3[C:9](=[CH:10][CH:11]=[C:12]([N+:17]([O-:19])=[O:18])[CH:13]=3)[N:8]=2)[CH:6]=[CH:5][CH:4]=[CH:3][CH:2]=1.C1(Cl)C(=O)C(Cl)=C(Cl)C(=O)C=1Cl. (3) The reactants are: Br[CH2:2][CH2:3][O:4][C:5]1[CH:10]=[CH:9][C:8]([CH2:11][CH:12]([O:18][CH2:19][CH3:20])[C:13]([O:15][CH2:16][CH3:17])=[O:14])=[CH:7][CH:6]=1.C1(=O)[NH:25]C(=O)C2=CC=CC=C12.[K].CN(C)C=O.C1C=CC=CC=1. Given the product [NH2:25][CH2:2][CH2:3][O:4][C:5]1[CH:10]=[CH:9][C:8]([CH2:11][CH:12]([O:18][CH2:19][CH3:20])[C:13]([O:15][CH2:16][CH3:17])=[O:14])=[CH:7][CH:6]=1, predict the reactants needed to synthesize it. (4) Given the product [F:23][C:20]1([F:22])[O:19][C:18]2[CH:24]=[CH:25][C:15]([CH2:14][CH:10]3[CH2:11][CH2:12][CH2:13][NH:8][CH2:9]3)=[CH:16][C:17]=2[O:21]1, predict the reactants needed to synthesize it. The reactants are: C(OC([N:8]1[CH2:13][CH2:12][CH2:11][CH:10]([CH2:14][C:15]2[CH:25]=[CH:24][C:18]3[O:19][C:20]([F:23])([F:22])[O:21][C:17]=3[CH:16]=2)[CH2:9]1)=O)(C)(C)C.Cl. (5) Given the product [NH2:3][CH2:4][C@@H:5]1[N:6]([CH3:11])[C:7](=[O:10])[CH2:8][CH2:9]1, predict the reactants needed to synthesize it. The reactants are: [N+]([N-:3][CH2:4][C@H:5]1[CH2:9][CH2:8][C:7](=[O:10])[N:6]1[CH3:11])#N. (6) Given the product [CH3:7][S:8]([CH2:9][CH2:10][CH2:11][CH2:12][NH:13][C:14]([N:1]1[CH2:6][CH2:5][O:4][CH2:3][CH2:2]1)=[S:15])=[O:16], predict the reactants needed to synthesize it. The reactants are: [NH:1]1[CH2:6][CH2:5][O:4][CH2:3][CH2:2]1.[CH3:7][S+:8]([O-:16])[CH2:9][CH2:10][CH2:11][CH2:12][N:13]=[C:14]=[S:15]. (7) Given the product [OH:8][C:9]1[CH:10]=[C:11]2[C:15](=[CH:16][CH:17]=1)[N:14]([C:18]([O:20][C:21]([CH3:23])([CH3:22])[CH3:24])=[O:19])[N:13]=[C:12]2[I:25], predict the reactants needed to synthesize it. The reactants are: [Si]([O:8][C:9]1[CH:10]=[C:11]2[C:15](=[CH:16][CH:17]=1)[N:14]([C:18]([O:20][C:21]([CH3:24])([CH3:23])[CH3:22])=[O:19])[N:13]=[C:12]2[I:25])(C(C)(C)C)(C)C.CCCC[N+](CCCC)(CCCC)CCCC.[F-].